This data is from Catalyst prediction with 721,799 reactions and 888 catalyst types from USPTO. The task is: Predict which catalyst facilitates the given reaction. (1) Reactant: Br[C:2]1[CH:3]=[C:4]([CH:35]=[CH:36][CH:37]=1)[C:5]([NH:7][C:8]1[N:9]=[N:10][C:11]([N:14]2[C:18]([C:19]([F:22])([F:21])[F:20])=[CH:17][C:16]([C:23]3[CH:24]=[N:25][C:26]([N:29]4[CH2:34][CH2:33][O:32][CH2:31][CH2:30]4)=[CH:27][CH:28]=3)=[N:15]2)=[CH:12][CH:13]=1)=[O:6].[F:38][C:39]1[CH:44]=[CH:43][C:42](B(O)O)=[CH:41][N:40]=1.C(=O)([O-])[O-].[Cs+].[Cs+]. Product: [F:38][C:39]1[N:40]=[CH:41][C:42]([C:2]2[CH:3]=[C:4]([CH:35]=[CH:36][CH:37]=2)[C:5]([NH:7][C:8]2[N:9]=[N:10][C:11]([N:14]3[C:18]([C:19]([F:21])([F:20])[F:22])=[CH:17][C:16]([C:23]4[CH:24]=[N:25][C:26]([N:29]5[CH2:30][CH2:31][O:32][CH2:33][CH2:34]5)=[CH:27][CH:28]=4)=[N:15]3)=[CH:12][CH:13]=2)=[O:6])=[CH:43][CH:44]=1. The catalyst class is: 9. (2) Reactant: [NH2:1][CH:2]([C:6]#[N:7])[C:3]([NH2:5])=[O:4].[C:8]1(C)C=CC=CC=1.C(OCC)(OCC)OCC.[NH2:25][CH:26]([CH2:30][CH2:31][CH2:32][C:33]1[CH:38]=[CH:37][CH:36]=[CH:35][CH:34]=1)[CH:27]([OH:29])[CH3:28]. Product: [NH2:7][C:6]1[N:25]([CH:26]([CH:27]([OH:29])[CH3:28])[CH2:30][CH2:31][CH2:32][C:33]2[CH:34]=[CH:35][CH:36]=[CH:37][CH:38]=2)[CH:8]=[N:1][C:2]=1[C:3]([NH2:5])=[O:4]. The catalyst class is: 10. (3) Reactant: [CH2:1]([N:8]1[C:12]2[C:13](=[O:29])[N:14]([CH3:28])[C:15]([C:24](OC)=[O:25])=[C:16]([C:17]3[CH:22]=[CH:21][C:20]([Cl:23])=[CH:19][CH:18]=3)[C:11]=2[CH:10]=[CH:9]1)[C:2]1[CH:7]=[CH:6][CH:5]=[CH:4][CH:3]=1.[Li+].[BH4-].Cl. Product: [CH2:1]([N:8]1[C:12]2[C:13](=[O:29])[N:14]([CH3:28])[C:15]([CH2:24][OH:25])=[C:16]([C:17]3[CH:22]=[CH:21][C:20]([Cl:23])=[CH:19][CH:18]=3)[C:11]=2[CH:10]=[CH:9]1)[C:2]1[CH:7]=[CH:6][CH:5]=[CH:4][CH:3]=1. The catalyst class is: 11. (4) Reactant: [CH:1]1([C:4]2[N:8]([C:9]([O:11][C:12]([CH3:15])([CH3:14])[CH3:13])=[O:10])[C:7]3[CH:16]=[C:17]([C:21]4[C:22]([CH3:27])=[N:23][O:24][C:25]=4[CH3:26])[CH:18]=[C:19](I)[C:6]=3[N:5]=2)[CH2:3][CH2:2]1.CON(C)[C:31]([CH:33]1[CH2:37][CH2:36][O:35][CH2:34]1)=[O:32].[Li]CCCC. Product: [CH:1]1([C:4]2[N:8]([C:9]([O:11][C:12]([CH3:15])([CH3:14])[CH3:13])=[O:10])[C:7]3[CH:16]=[C:17]([C:21]4[C:22]([CH3:27])=[N:23][O:24][C:25]=4[CH3:26])[CH:18]=[C:19]([C:31]([CH:33]4[CH2:37][CH2:36][O:35][CH2:34]4)=[O:32])[C:6]=3[N:5]=2)[CH2:3][CH2:2]1. The catalyst class is: 1. (5) The catalyst class is: 17. Reactant: C([O:4][C@H:5]1[CH2:10][CH2:9][C@@:8]([C@H:12]2[CH2:20][CH2:19][C@@:18]3([CH3:21])[C@@H:14]([CH2:15][CH2:16][C:17]3=[CH2:22])[C@@H:13]2[CH2:23][NH2:24])([CH3:11])[C@@H:7]([CH2:25][OH:26])[CH2:6]1)(=O)C.[CH3:27][C:28]([CH3:33])([CH3:32])[C:29](Cl)=[O:30].[OH-].[Na+]. Product: [OH:4][C@H:5]1[CH2:10][CH2:9][C@@:8]([C@H:12]2[CH2:20][CH2:19][C@@:18]3([CH3:21])[C@@H:14]([CH2:15][CH2:16][C:17]3=[CH2:22])[C@@H:13]2[CH2:23][NH:24][C:29](=[O:30])[C:28]([CH3:33])([CH3:32])[CH3:27])([CH3:11])[C@@H:7]([CH2:25][OH:26])[CH2:6]1. (6) Reactant: [NH2:1][CH:2]([CH2:19][C:20]1[CH:25]=[CH:24][CH:23]=[C:22]([O:26][C:27]([F:32])([F:31])[CH:28]([F:30])[F:29])[CH:21]=1)[CH:3]([C:5]1[CH:10]=[CH:9][CH:8]=[C:7]([O:11]CC2C=CC=CC=2)[CH:6]=1)[OH:4]. Product: [NH2:1][CH:2]([CH2:19][C:20]1[CH:25]=[CH:24][CH:23]=[C:22]([O:26][C:27]([F:31])([F:32])[CH:28]([F:29])[F:30])[CH:21]=1)[CH:3]([C:5]1[CH:6]=[C:7]([OH:11])[CH:8]=[CH:9][CH:10]=1)[OH:4]. The catalyst class is: 29. (7) Reactant: [C:1]([O:5][C:6]([N:8]1[C:12]2=[N:13][CH:14]=[C:15]([O:17][Si](C(C)(C)C)(C)C)[CH:16]=[C:11]2[C:10]([C:25]2[CH:30]=[CH:29][N:28]=[CH:27][CH:26]=2)=[N:9]1)=[O:7])([CH3:4])([CH3:3])[CH3:2].CCCC[N+](CCCC)(CCCC)CCCC.[F-]. Product: [C:1]([O:5][C:6]([N:8]1[C:12]2=[N:13][CH:14]=[C:15]([OH:17])[CH:16]=[C:11]2[C:10]([C:25]2[CH:30]=[CH:29][N:28]=[CH:27][CH:26]=2)=[N:9]1)=[O:7])([CH3:4])([CH3:2])[CH3:3]. The catalyst class is: 1.